From a dataset of Reaction yield outcomes from USPTO patents with 853,638 reactions. Predict the reaction yield, written as a fraction of the theoretical maximum amount of product (1.0 means a 100% yield; for example, 0.34 means a 34% yield). (1) The reactants are Br[CH2:2][C:3]([C:5]1[C:10]([CH3:11])=[CH:9][C:8]([O:12][CH2:13][CH2:14][O:15][CH3:16])=[CH:7][C:6]=1[CH3:17])=O.[NH2:18][C:19]([NH2:21])=[S:20]. The catalyst is CCO. The product is [CH3:16][O:15][CH2:14][CH2:13][O:12][C:8]1[CH:9]=[C:10]([CH3:11])[C:5]([C:3]2[N:18]=[C:19]([NH2:21])[S:20][CH:2]=2)=[C:6]([CH3:17])[CH:7]=1. The yield is 0.940. (2) The reactants are [F:1][C:2]1[CH:7]=[C:6]([OH:8])[CH:5]=[CH:4][C:3]=1[N+:9]([O-:11])=[O:10].C(=O)([O-])[O-].[Cs+].[Cs+].[CH2:18](Br)[C:19]1[CH:24]=[CH:23][CH:22]=[CH:21][CH:20]=1. The catalyst is [I-].C([N+](CCCC)(CCCC)CCCC)CCC.CN(C)C=O.O. The product is [CH2:18]([O:8][C:6]1[CH:5]=[CH:4][C:3]([N+:9]([O-:11])=[O:10])=[C:2]([F:1])[CH:7]=1)[C:19]1[CH:24]=[CH:23][CH:22]=[CH:21][CH:20]=1. The yield is 0.970. (3) The reactants are [Si:1]([O:8][CH2:9][C:10]1([CH3:38])[S:16][CH2:15][CH2:14][N:13]2[C:17]([C:20]3([C:23]4[CH:28]=[CH:27][C:26](B5OC(C)(C)C(C)(C)O5)=[CH:25][CH:24]=4)[CH2:22][CH2:21]3)=[N:18][N:19]=[C:12]2[CH2:11]1)([C:4]([CH3:7])([CH3:6])[CH3:5])([CH3:3])[CH3:2].Br[C:40]1[N:45]=[C:44]([C:46]#[N:47])[CH:43]=[CH:42][CH:41]=1.C(=O)([O-])[O-].[K+].[K+].C(=O)([O-])O.[Na+]. The catalyst is C(COC)OC.O.C1C=CC([P]([Pd]([P](C2C=CC=CC=2)(C2C=CC=CC=2)C2C=CC=CC=2)([P](C2C=CC=CC=2)(C2C=CC=CC=2)C2C=CC=CC=2)[P](C2C=CC=CC=2)(C2C=CC=CC=2)C2C=CC=CC=2)(C2C=CC=CC=2)C2C=CC=CC=2)=CC=1. The product is [Si:1]([O:8][CH2:9][C:10]1([CH3:38])[S:16][CH2:15][CH2:14][N:13]2[C:17]([C:20]3([C:23]4[CH:28]=[CH:27][C:26]([C:40]5[N:45]=[C:44]([C:46]#[N:47])[CH:43]=[CH:42][CH:41]=5)=[CH:25][CH:24]=4)[CH2:21][CH2:22]3)=[N:18][N:19]=[C:12]2[CH2:11]1)([C:4]([CH3:5])([CH3:6])[CH3:7])([CH3:2])[CH3:3]. The yield is 0.880. (4) The product is [Cl:1][C:2]1[CH:7]=[CH:6][C:5]([O:8][C:21]2[C:14]([F:13])=[CH:15][C:16]([CH:17]=[O:18])=[CH:19][C:20]=2[F:23])=[CH:4][C:3]=1[C:9]([F:10])([F:11])[F:12]. The reactants are [Cl:1][C:2]1[CH:7]=[CH:6][C:5]([OH:8])=[CH:4][C:3]=1[C:9]([F:12])([F:11])[F:10].[F:13][C:14]1[CH:15]=[C:16]([CH:19]=[C:20]([F:23])[C:21]=1F)[CH:17]=[O:18].C([O-])([O-])=O.[K+].[K+]. The yield is 0.790. The catalyst is CN(C=O)C. (5) The reactants are [Cl:1][C:2]1[C:3]([N+:16]([O-])=O)=[CH:4][C:5]([N+:13]([O-])=O)=[C:6](/[CH:8]=[CH:9]/N(C)C)[CH:7]=1. The catalyst is [Ni].CCO. The product is [Cl:1][C:2]1[CH:7]=[C:6]2[C:5](=[CH:4][C:3]=1[NH2:16])[NH:13][CH:9]=[CH:8]2. The yield is 0.160. (6) The reactants are Br.Br[CH2:3][C:4]([C:6]1[CH:11]=[CH:10][N:9]=[CH:8][CH:7]=1)=O.[CH3:12][C:13]([CH3:18])([CH3:17])[C:14]([NH2:16])=[S:15]. The catalyst is CCO. The product is [CH3:12][C:13]([C:14]1[S:15][CH:3]=[C:4]([C:6]2[CH:11]=[CH:10][N:9]=[CH:8][CH:7]=2)[N:16]=1)([CH3:18])[CH3:17]. The yield is 0.970. (7) The reactants are [NH2:1][C:2]1[N:7]=[C:6]([NH2:8])[C:5]([O:9][C:10]2[C:15]([CH:16]([CH3:18])[CH3:17])=[CH:14][C:13]([OH:19])=[C:12]([I:20])[CH:11]=2)=[CH:4][N:3]=1.Br[CH2:22][CH2:23][O:24][Si:25]([C:28](C)(C)C)([CH3:27])[CH3:26].C([O-])([O-])=O.[K+].[K+]. The catalyst is CN(C=O)C. The product is [I:20][C:12]1[C:13]([O:19][CH2:22][CH2:23][O:24][Si:25]([CH3:28])([CH3:27])[CH3:26])=[CH:14][C:15]([CH:16]([CH3:18])[CH3:17])=[C:10]([CH:11]=1)[O:9][C:5]1[C:6]([NH2:8])=[N:7][C:2]([NH2:1])=[N:3][CH:4]=1. The yield is 0.900. (8) The reactants are [F:1][C:2]1[CH:7]=[C:6]([Si:8]([CH3:11])([CH3:10])[CH3:9])[CH:5]=[CH:4][C:3]=1[NH2:12].[Li+].C[Si]([N-][Si](C)(C)C)(C)C.Cl[C:24]1[C:25]([C:31]([OH:33])=[O:32])=[N:26][CH:27]=[C:28]([Cl:30])[N:29]=1. The catalyst is C1COCC1. The product is [Cl:30][C:28]1[N:29]=[C:24]([NH:12][C:3]2[CH:4]=[CH:5][C:6]([Si:8]([CH3:9])([CH3:11])[CH3:10])=[CH:7][C:2]=2[F:1])[C:25]([C:31]([OH:33])=[O:32])=[N:26][CH:27]=1. The yield is 0.838. (9) The reactants are C([O:3][C:4](=[O:20])[CH2:5][N:6]([C:8](=[O:19])[CH2:9][N:10]([C:12]([O:14][C:15]([CH3:18])([CH3:17])[CH3:16])=[O:13])[CH3:11])[CH3:7])C.[Li+].[OH-]. The catalyst is O.C1COCC1. The product is [C:15]([O:14][C:12]([N:10]([CH3:11])[CH2:9][C:8]([N:6]([CH2:5][C:4]([OH:20])=[O:3])[CH3:7])=[O:19])=[O:13])([CH3:18])([CH3:17])[CH3:16]. The yield is 0.900.